This data is from Full USPTO retrosynthesis dataset with 1.9M reactions from patents (1976-2016). The task is: Predict the reactants needed to synthesize the given product. (1) Given the product [O:80]=[S:77]1(=[O:81])[CH2:76][CH2:75][N:74]([CH2:73][CH:44]2[S:43][C:47]([C:49]3[NH:50][C:51]4[C:56]([CH:57]=3)=[CH:55][C:54]([O:58][CH2:59][CH2:60][O:61][CH3:62])=[CH:53][C:52]=4[NH:63][S:64]([C:67]3[CH:72]=[CH:71][CH:70]=[CH:69][N:68]=3)(=[O:66])=[O:65])=[N:46][CH2:45]2)[CH2:79][CH2:78]1, predict the reactants needed to synthesize it. The reactants are: FC(F)(F)S(OS(C(F)(F)F)(=O)=O)(=O)=O.C1(P(=O)(C2C=CC=CC=2)C2C=CC=CC=2)C=CC=CC=1.C([S:43][CH:44]([CH2:73][N:74]1[CH2:79][CH2:78][S:77](=[O:81])(=[O:80])[CH2:76][CH2:75]1)[CH2:45][NH:46][C:47]([C:49]1[NH:50][C:51]2[C:56]([CH:57]=1)=[CH:55][C:54]([O:58][CH2:59][CH2:60][O:61][CH3:62])=[CH:53][C:52]=2[NH:63][S:64]([C:67]1[CH:72]=[CH:71][CH:70]=[CH:69][N:68]=1)(=[O:66])=[O:65])=O)C1C=CC=CC=1.C1(SC)C=CC=CC=1. (2) Given the product [Cl:6][C:7]1[CH:12]=[C:11]([Cl:13])[C:10]([O:14][CH3:15])=[CH:9][C:8]=1[CH2:16][C:17]([O:19][CH3:20])=[O:18], predict the reactants needed to synthesize it. The reactants are: S(=O)(=O)(O)O.[Cl:6][C:7]1[CH:12]=[C:11]([Cl:13])[C:10]([O:14][CH3:15])=[CH:9][C:8]=1[CH2:16][C:17]([OH:19])=[O:18].[CH3:20]O. (3) Given the product [Cl:20][C:21]1[CH:26]=[C:25]([O:27][CH3:28])[CH:24]=[CH:23][C:22]=1[O:29][C:2]1[C:7]([C:8]([O:10][CH3:11])=[O:9])=[CH:6][N:5]=[C:4]([C:12]2[CH:17]=[CH:16][C:15]([CH3:18])=[C:14]([F:19])[CH:13]=2)[CH:3]=1, predict the reactants needed to synthesize it. The reactants are: Cl[C:2]1[C:7]([C:8]([O:10][CH3:11])=[O:9])=[CH:6][N:5]=[C:4]([C:12]2[CH:17]=[CH:16][C:15]([CH3:18])=[C:14]([F:19])[CH:13]=2)[CH:3]=1.[Cl:20][C:21]1[CH:26]=[C:25]([O:27][CH3:28])[CH:24]=[CH:23][C:22]=1[OH:29].